This data is from TCR-epitope binding with 47,182 pairs between 192 epitopes and 23,139 TCRs. The task is: Binary Classification. Given a T-cell receptor sequence (or CDR3 region) and an epitope sequence, predict whether binding occurs between them. (1) The epitope is KLPDDFTGCV. The TCR CDR3 sequence is CASSVGWGANEQFF. Result: 0 (the TCR does not bind to the epitope). (2) The epitope is KLNVGDYFV. The TCR CDR3 sequence is CASSRLGPEQYF. Result: 1 (the TCR binds to the epitope).